This data is from Catalyst prediction with 721,799 reactions and 888 catalyst types from USPTO. The task is: Predict which catalyst facilitates the given reaction. (1) Reactant: [CH3:1][O:2][C:3]1[CH:42]=[C:41]([O:43][CH3:44])[CH:40]=[CH:39][C:4]=1[CH2:5][NH:6][C:7]1[C:8]2[CH:15]=[CH:14][N:13]([C@H:16]3[C@@H:20]4[O:21][C:22]([CH3:25])([CH3:24])[O:23][C@@H:19]4[C@@H:18]([CH2:26][N:27]([CH2:37][CH3:38])[CH:28]4[CH2:31][CH:30]([CH2:32][CH2:33][C:34]([OH:36])=O)[CH2:29]4)[CH2:17]3)[C:9]=2[N:10]=[CH:11][N:12]=1.C(N(CC)C(C)C)(C)C.[C:54]([C:58]1[CH:59]=[C:60]([NH2:65])[C:61]([NH2:64])=[CH:62][CH:63]=1)([CH3:57])([CH3:56])[CH3:55]. Product: [NH2:65][C:60]1[CH:59]=[C:58]([C:54]([CH3:56])([CH3:55])[CH3:57])[CH:63]=[CH:62][C:61]=1[NH:64][C:34](=[O:36])[CH2:33][CH2:32][CH:30]1[CH2:29][CH:28]([N:27]([CH2:26][C@@H:18]2[C@@H:19]3[C@@H:20]([O:21][C:22]([CH3:24])([CH3:25])[O:23]3)[C@H:16]([N:13]3[C:9]4[N:10]=[CH:11][N:12]=[C:7]([NH:6][CH2:5][C:4]5[CH:39]=[CH:40][C:41]([O:43][CH3:44])=[CH:42][C:3]=5[O:2][CH3:1])[C:8]=4[CH:15]=[CH:14]3)[CH2:17]2)[CH2:37][CH3:38])[CH2:31]1. The catalyst class is: 9. (2) The catalyst class is: 2. Reactant: [NH2:1][CH2:2][CH2:3][CH2:4][N:5]1[C:13]([S:14][C:15]2[C:23]([N:24]([CH3:26])[CH3:25])=[CH:22][C:18]3[O:19][CH2:20][O:21][C:17]=3[CH:16]=2)=[N:12][C:11]2[C:6]1=[N:7][CH:8]=[N:9][C:10]=2[NH2:27].C(N(CC)CC)C.[CH:35]1([S:38](Cl)(=[O:40])=[O:39])[CH2:37][CH2:36]1. Product: [NH2:27][C:10]1[N:9]=[CH:8][N:7]=[C:6]2[C:11]=1[N:12]=[C:13]([S:14][C:15]1[C:23]([N:24]([CH3:26])[CH3:25])=[CH:22][C:18]3[O:19][CH2:20][O:21][C:17]=3[CH:16]=1)[N:5]2[CH2:4][CH2:3][CH2:2][NH:1][S:38]([CH:35]1[CH2:37][CH2:36]1)(=[O:40])=[O:39]. (3) Reactant: [CH:1]([N:4](CC)C(C)C)(C)[CH3:2].BrCC#N.[N:14]([C:17]1[CH:42]=[CH:41][C:20]([CH2:21][O:22][C:23]([NH:25][CH2:26][CH2:27][CH2:28][C@H:29]([NH:33][C:34]([O:36][C:37]([CH3:40])([CH3:39])[CH3:38])=[O:35])[C:30]([OH:32])=[O:31])=[O:24])=[CH:19][CH:18]=1)=[N+:15]=[N-:16]. Product: [N:14]([C:17]1[CH:42]=[CH:41][C:20]([CH2:21][O:22][C:23]([NH:25][CH2:26][CH2:27][CH2:28][C@H:29]([NH:33][C:34]([O:36][C:37]([CH3:38])([CH3:39])[CH3:40])=[O:35])[C:30]([O:32][CH2:2][C:1]#[N:4])=[O:31])=[O:24])=[CH:19][CH:18]=1)=[N+:15]=[N-:16]. The catalyst class is: 10. (4) Reactant: [Br:1][C:2]1[CH:7]=[CH:6][C:5]([O:8][CH3:9])=[C:4]([CH:10]=[CH:11][CH2:12][CH2:13][O:14][CH3:15])[CH:3]=1. Product: [Br:1][C:2]1[CH:7]=[CH:6][C:5]([O:8][CH3:9])=[C:4]([CH2:10][CH2:11][CH2:12][CH2:13][O:14][CH3:15])[CH:3]=1. The catalyst class is: 123. (5) Reactant: FC(F)(F)C([NH:5][CH2:6][CH2:7][CH2:8][C:9]1[CH:14]=[CH:13][C:12]([S:15]([C:18]2[CH:23]=[CH:22][CH:21]=[C:20]([O:24][CH3:25])[CH:19]=2)(=[O:17])=[O:16])=[CH:11][CH:10]=1)=O.[OH-].[Na+]. Product: [CH3:25][O:24][C:20]1[CH:19]=[C:18]([S:15]([C:12]2[CH:11]=[CH:10][C:9]([CH2:8][CH2:7][CH2:6][NH2:5])=[CH:14][CH:13]=2)(=[O:16])=[O:17])[CH:23]=[CH:22][CH:21]=1. The catalyst class is: 12.